From a dataset of NCI-60 drug combinations with 297,098 pairs across 59 cell lines. Regression. Given two drug SMILES strings and cell line genomic features, predict the synergy score measuring deviation from expected non-interaction effect. (1) Drug 1: CCC1=C2CN3C(=CC4=C(C3=O)COC(=O)C4(CC)O)C2=NC5=C1C=C(C=C5)O. Drug 2: CN(C(=O)NC(C=O)C(C(C(CO)O)O)O)N=O. Cell line: NCI-H322M. Synergy scores: CSS=-2.12, Synergy_ZIP=2.48, Synergy_Bliss=2.51, Synergy_Loewe=0.262, Synergy_HSA=-0.876. (2) Drug 1: CCCCC(=O)OCC(=O)C1(CC(C2=C(C1)C(=C3C(=C2O)C(=O)C4=C(C3=O)C=CC=C4OC)O)OC5CC(C(C(O5)C)O)NC(=O)C(F)(F)F)O. Drug 2: CC(C)CN1C=NC2=C1C3=CC=CC=C3N=C2N. Cell line: IGROV1. Synergy scores: CSS=5.07, Synergy_ZIP=-6.51, Synergy_Bliss=-5.78, Synergy_Loewe=-5.37, Synergy_HSA=-5.57.